Dataset: Forward reaction prediction with 1.9M reactions from USPTO patents (1976-2016). Task: Predict the product of the given reaction. (1) Given the reactants [CH2:1]([O:3][C:4]1[CH:5]=[C:6]([C@H:12]([N:17]2[C:25](=[O:26])[C:24]3[C:19](=[CH:20][CH:21]=[CH:22][C:23]=3[NH:27][C:28](=[O:30])[CH3:29])[C:18]2=[O:31])[CH2:13][CH2:14][NH:15][OH:16])[CH:7]=[CH:8][C:9]=1[O:10][CH3:11])[CH3:2].[CH:32](OC(=O)C)=[O:33], predict the reaction product. The product is: [CH2:1]([O:3][C:4]1[CH:5]=[C:6]([C@H:12]([N:17]2[C:25](=[O:26])[C:24]3[C:19](=[CH:20][CH:21]=[CH:22][C:23]=3[NH:27][C:28](=[O:30])[CH3:29])[C:18]2=[O:31])[CH2:13][CH2:14][N:15]([CH:32]=[O:33])[OH:16])[CH:7]=[CH:8][C:9]=1[O:10][CH3:11])[CH3:2]. (2) Given the reactants Br[C:2]1[CH:3]=[C:4]([NH:8][C:9](=[O:16])[C:10]2[CH:15]=[CH:14][CH:13]=[CH:12][CH:11]=2)[CH:5]=[N:6][CH:7]=1.[CH3:17][C:18]1[C:23]([CH3:24])=[CH:22][CH:21]=[CH:20][C:19]=1B(O)O.C(=O)([O-])[O-].[K+].[K+].O, predict the reaction product. The product is: [CH3:17][C:18]1[C:23]([CH3:24])=[CH:22][CH:21]=[CH:20][C:19]=1[C:2]1[CH:3]=[C:4]([NH:8][C:9]([C:10]2[CH:15]=[CH:14][CH:13]=[CH:12][CH:11]=2)=[O:16])[CH:5]=[N:6][CH:7]=1. (3) Given the reactants [F:1][C:2]1[CH:7]=[CH:6][C:5]([C:8](=[O:10])[CH3:9])=[C:4]([OH:11])[CH:3]=1.[CH3:12][N:13]1[CH2:18][CH2:17][C:16](=O)[CH2:15][CH2:14]1.N1CCCC1, predict the reaction product. The product is: [F:1][C:2]1[CH:7]=[CH:6][C:5]2[C:8](=[O:10])[CH2:9][C:16]3([O:11][C:4]=2[CH:3]=1)[CH2:17][CH2:18][N:13]([CH3:12])[CH2:14][CH2:15]3. (4) Given the reactants Cl.[Br:2][C:3]1[CH:4]=[CH:5][C:6]([F:15])=[C:7]2[C:11]=1[NH:10][CH:9]=[C:8]2[C:12]([OH:14])=[O:13].[CH3:16]O, predict the reaction product. The product is: [Br:2][C:3]1[CH:4]=[CH:5][C:6]([F:15])=[C:7]2[C:11]=1[NH:10][CH:9]=[C:8]2[C:12]([O:14][CH3:16])=[O:13].